This data is from NCI-60 drug combinations with 297,098 pairs across 59 cell lines. The task is: Regression. Given two drug SMILES strings and cell line genomic features, predict the synergy score measuring deviation from expected non-interaction effect. (1) Drug 1: CN1C2=C(C=C(C=C2)N(CCCl)CCCl)N=C1CCCC(=O)O.Cl. Drug 2: C1CCC(C(C1)N)N.C(=O)(C(=O)[O-])[O-].[Pt+4]. Cell line: NCI/ADR-RES. Synergy scores: CSS=23.9, Synergy_ZIP=-5.34, Synergy_Bliss=0.499, Synergy_Loewe=-12.1, Synergy_HSA=3.13. (2) Drug 1: CC1OCC2C(O1)C(C(C(O2)OC3C4COC(=O)C4C(C5=CC6=C(C=C35)OCO6)C7=CC(=C(C(=C7)OC)O)OC)O)O. Drug 2: C1=CC=C(C(=C1)C(C2=CC=C(C=C2)Cl)C(Cl)Cl)Cl. Cell line: LOX IMVI. Synergy scores: CSS=33.5, Synergy_ZIP=2.62, Synergy_Bliss=2.62, Synergy_Loewe=-13.8, Synergy_HSA=3.96.